From a dataset of Catalyst prediction with 721,799 reactions and 888 catalyst types from USPTO. Predict which catalyst facilitates the given reaction. (1) Reactant: [CH3:1][CH2:2][CH2:3][CH2:4][CH2:5][N:6]([CH2:8][CH2:9][C:10]([P:16]([OH:19])([OH:18])=[O:17])([P:12]([OH:15])([OH:14])=[O:13])[OH:11])[CH3:7].[OH-].[Na+:21]. Product: [CH3:1][CH2:2][CH2:3][CH2:4][CH2:5][N:6]([CH2:8][CH2:9][C:10]([P:16]([O-:19])([OH:18])=[O:17])([P:12]([OH:15])([OH:14])=[O:13])[OH:11])[CH3:7].[Na+:21]. The catalyst class is: 21. (2) Reactant: [CH3:1][C:2]1[NH:3][C:4]2[C:9]([CH:10]=1)=[CH:8][CH:7]=[CH:6][CH:5]=2.[Al+3].[Cl-].[Cl-].[Cl-].[C:15]1(=[O:25])[O:20][C:18](=[O:19])[C@H:17]2[CH2:21][CH:22]=[CH:23][CH2:24][C@@H:16]12. Product: [CH3:1][C:2]1[NH:3][C:4]2[C:9]([C:10]=1[C:15]([CH:16]1[CH:17]([C:18]([OH:20])=[O:19])[CH2:21][CH:22]=[CH:23][CH2:24]1)=[O:25])=[CH:8][CH:7]=[CH:6][CH:5]=2. The catalyst class is: 26.